From a dataset of Experimentally validated miRNA-target interactions with 360,000+ pairs, plus equal number of negative samples. Binary Classification. Given a miRNA mature sequence and a target amino acid sequence, predict their likelihood of interaction. (1) The miRNA is mmu-miR-135b-5p with sequence UAUGGCUUUUCAUUCCUAUGUGA. The protein sequence of the target gene is MVSSGCRMRSLWFIIVISFLPNTEGFSRAALPFGLVRRELSCEGYSIDLRCPGSDVIMIESANYGRTDDKICDADPFQMENTDCYLPDAFKIMTQRCNNRTQCIVVTGSDVFPDPCPGTYKYLEVQYECVPYIFVCPGTLKAIVDSPCIYEAEQKAGAWCKDPLQAADKIYFMPWTPYRTDTLIEYASLEDFQNSRQTTTYKLPNRVDGTGFVVYDGAVFFNKERTRNIVKFDLRTRIKSGEAIINYANYHDTSPYRWGGKTDIDLAVDENGLWVIYATEQNNGMIVISQLNPYTLRFEA.... Result: 0 (no interaction). (2) Result: 0 (no interaction). The protein sequence of the target gene is MCTNIVYEWLRALQLPQYAESFVDNGYDDLEVCKQIGDPDLDAIGVLAPAHRRRILEAVHRLREQDAAAAGLYFTLEPQPVPPAPLVEAVPPGRRGEPCGSSAQGTRGDPRGQPGAPCSRELVSYPKLKLKIMIRDKLVRDGIHLSKPPYSRKVPMAGILEYLMNWPKSSQNH. The miRNA is hsa-miR-148b-3p with sequence UCAGUGCAUCACAGAACUUUGU. (3) The miRNA is hsa-miR-93-5p with sequence CAAAGUGCUGUUCGUGCAGGUAG. The protein sequence of the target gene is MRVSVPGPAAAAAPAAGREPSTPGGGSGGGGAVAAASGAAVPGSVQLALSVLHALLYAALFAFAYLQLWRLLLYRERRLSYQSLCLFLCLLWAALRTTLFSAAFSLSGSLPLLRPPAHLHFFPHWLLYCFPSCLQFSTLCLLNLYLAEVICKVRCATELDRHKILLHLGFIMASLLFLVVNLTCAMLVHGDVPENQLKWTVFVRALINDSLFILCAISLVCYICKITKMSSANVYLESKGMSLCQTVVVGSVVILLYSSRACYNLVVVTISQDTLESPFNYGWDNLSDKAHVEDISGEEY.... Result: 1 (interaction). (4) The miRNA is hsa-miR-2054 with sequence CUGUAAUAUAAAUUUAAUUUAUU. The protein sequence of the target gene is MSCTIEKILTDAKTLLERLREHDAAAESLVDQSAALHRRVAAMREAGTALPDQYQEDASDMKDMSKYKPHILLSQENTQIRDLQQENRELWISLEEHQDALELIMSKYRKQMLQLMVAKKAVDAEPVLKAHQSHSAEIESQIDRICEMGEVMRKAVQVDDDQFCKIQEKLAQLELENKELRELLSISSESLQARKENSMDTASQAIK. Result: 1 (interaction).